Dataset: Forward reaction prediction with 1.9M reactions from USPTO patents (1976-2016). Task: Predict the product of the given reaction. Given the reactants N1CCCC1.[OH:6][C:7]1[CH:12]=[C:11]([O:13][CH3:14])[C:10]([N+:15]([O-:17])=[O:16])=[CH:9][C:8]=1[C:18](=O)[CH3:19].[CH3:21][N:22]1[CH2:27][CH2:26][C:25](=O)[CH2:24][CH2:23]1, predict the reaction product. The product is: [CH3:14][O:13][C:11]1[CH:12]=[C:7]2[C:8]([CH:18]=[CH:19][C:25]3([O:6]2)[CH2:26][CH2:27][N:22]([CH3:21])[CH2:23][CH2:24]3)=[CH:9][C:10]=1[N+:15]([O-:17])=[O:16].